From a dataset of Catalyst prediction with 721,799 reactions and 888 catalyst types from USPTO. Predict which catalyst facilitates the given reaction. (1) Reactant: [CH:1]1(B(O)O)[CH2:3][CH2:2]1.C(=O)([O-])[O-].[Na+].[Na+].C1(P(C2CCCCC2)C2C=CC=CC=2C2C(OC)=CC=CC=2OC)CCCCC1.[NH2:42][C:43]1[C:53]([O:54][CH2:55][O:56][CH3:57])=[CH:52][C:46]([C:47]([O:49][CH2:50][CH3:51])=[O:48])=[CH:45][C:44]=1I. Product: [NH2:42][C:43]1[C:53]([O:54][CH2:55][O:56][CH3:57])=[CH:52][C:46]([C:47]([O:49][CH2:50][CH3:51])=[O:48])=[CH:45][C:44]=1[CH:1]1[CH2:3][CH2:2]1. The catalyst class is: 491. (2) Reactant: [CH:1]1([C:7]2[C:11]([CH2:12][CH2:13][C:14](OCC)=[O:15])=[CH:10][N:9]([C:19]3[CH:24]=[CH:23][C:22]([C:25]([F:28])([F:27])[F:26])=[CH:21][N:20]=3)[N:8]=2)[CH2:6][CH2:5][CH2:4][CH2:3][CH2:2]1.[H-].C([Al+]CC(C)C)C(C)C.Cl. Product: [CH:1]1([C:7]2[C:11]([CH2:12][CH2:13][CH2:14][OH:15])=[CH:10][N:9]([C:19]3[CH:24]=[CH:23][C:22]([C:25]([F:26])([F:27])[F:28])=[CH:21][N:20]=3)[N:8]=2)[CH2:6][CH2:5][CH2:4][CH2:3][CH2:2]1. The catalyst class is: 188. (3) Reactant: [NH2:1][C:2]1[C:10]([O:11][CH3:12])=[C:9]([O:13][CH3:14])[CH:8]=[C:7]2[C:3]=1[CH2:4][CH2:5][C:6]2=[O:15].[C:16](Cl)(=[O:18])[CH3:17].CCN(C(C)C)C(C)C. Product: [CH3:12][O:11][C:10]1[C:2]([NH:1][C:16](=[O:18])[CH3:17])=[C:3]2[C:7](=[CH:8][C:9]=1[O:13][CH3:14])[C:6](=[O:15])[CH2:5][CH2:4]2. The catalyst class is: 3. (4) Reactant: [NH2:1][C:2]1[CH:11]=[CH:10][CH:9]=[C:8]2[C:3]=1[CH:4]=[CH:5][CH:6]=[C:7]2[OH:12].[H-].[Na+].[CH3:15]I. The catalyst class is: 3. Product: [CH3:15][O:12][C:7]1[CH:6]=[CH:5][CH:4]=[C:3]2[C:8]=1[CH:9]=[CH:10][CH:11]=[C:2]2[NH2:1]. (5) The catalyst class is: 14. Product: [OH:15]/[N:14]=[C:1](/[C:3]1[C:4]([C:10]([F:13])([F:11])[F:12])=[N+:5]([O-:9])[CH:6]=[CH:7][CH:8]=1)\[NH2:2]. Reactant: [C:1]([C:3]1[C:4]([C:10]([F:13])([F:12])[F:11])=[N+:5]([O-:9])[CH:6]=[CH:7][CH:8]=1)#[N:2].[NH2:14][OH:15]. (6) Reactant: [CH3:1][N:2]([CH:17]1[CH2:27][CH2:26][C:20]2([CH2:25][CH2:24][NH:23][CH2:22][CH2:21]2)[CH2:19][CH2:18]1)[C:3]1[C:8]([CH3:9])=[CH:7][N:6]=[C:5]([NH:10][C:11]2[CH:12]=[N:13][N:14]([CH3:16])[CH:15]=2)[N:4]=1.[C:28]([CH2:30][C:31](O)=[O:32])#[N:29].F[P-](F)(F)(F)(F)F.N1(OC(N(C)C)=[N+](C)C)C2N=CC=CC=2N=N1.C(N(CC)CC)C. Product: [CH3:1][N:2]([C:3]1[C:8]([CH3:9])=[CH:7][N:6]=[C:5]([NH:10][C:11]2[CH:12]=[N:13][N:14]([CH3:16])[CH:15]=2)[N:4]=1)[CH:17]1[CH2:27][CH2:26][C:20]2([CH2:25][CH2:24][N:23]([C:31](=[O:32])[CH2:30][C:28]#[N:29])[CH2:22][CH2:21]2)[CH2:19][CH2:18]1. The catalyst class is: 120.